Dataset: Reaction yield outcomes from USPTO patents with 853,638 reactions. Task: Predict the reaction yield, written as a fraction of the theoretical maximum amount of product (1.0 means a 100% yield; for example, 0.34 means a 34% yield). (1) The reactants are [BH-](OC(C)=O)(OC(C)=O)OC(C)=O.[Na+].[Br:15][C:16]1[N:21]=[C:20]([CH:22]=O)[CH:19]=[CH:18][CH:17]=1.[NH:24]1[CH2:29][CH2:28][O:27][CH2:26][CH2:25]1.C([O-])(O)=O.[Na+]. The catalyst is ClCCCl. The product is [Br:15][C:16]1[N:21]=[C:20]([CH2:22][N:24]2[CH2:29][CH2:28][O:27][CH2:26][CH2:25]2)[CH:19]=[CH:18][CH:17]=1. The yield is 0.680. (2) The catalyst is ClCCl.CN(C1C=CN=CC=1)C.CN(C)C=O. The product is [CH2:27]([N:29]([C:30]1[CH:35]=[CH:34][CH:33]=[CH:32][CH:31]=1)[C:10](=[O:12])[C:9]1[CH:13]=[C:14]([N+:17]([O-:19])=[O:18])[CH:15]=[CH:16][C:8]=1[Br:7])[CH3:28]. The reactants are C(Cl)(=O)C(Cl)=O.[Br:7][C:8]1[CH:16]=[CH:15][C:14]([N+:17]([O-:19])=[O:18])=[CH:13][C:9]=1[C:10]([OH:12])=O.C(N(CC)CC)C.[CH2:27]([NH:29][C:30]1[CH:35]=[CH:34][CH:33]=[CH:32][CH:31]=1)[CH3:28]. The yield is 0.600.